Dataset: Reaction yield outcomes from USPTO patents with 853,638 reactions. Task: Predict the reaction yield, written as a fraction of the theoretical maximum amount of product (1.0 means a 100% yield; for example, 0.34 means a 34% yield). (1) The reactants are C(NC(C1SC(N2C(O)CN(CC3C=CC(F)=CC=3)C2=O)=NC=1C)=O)C1C=CC=CC=1.[F:32][C:33]1[CH:63]=[CH:62][C:36]([CH2:37][CH2:38][N:39]2[CH2:43][CH:42](O)[N:41]([C:45]3[S:46][C:47]([C:51]([NH:53][CH2:54][C:55]4[CH:56]=[N:57][CH:58]=[CH:59][CH:60]=4)=[O:52])=[C:48]([CH3:50])[N:49]=3)[C:40]2=[O:61])=[CH:35][CH:34]=1. No catalyst specified. The product is [F:32][C:33]1[CH:34]=[CH:35][C:36]([CH2:37][CH2:38][N:39]2[CH:43]=[CH:42][N:41]([C:45]3[S:46][C:47]([C:51]([NH:53][CH2:54][C:55]4[CH:56]=[N:57][CH:58]=[CH:59][CH:60]=4)=[O:52])=[C:48]([CH3:50])[N:49]=3)[C:40]2=[O:61])=[CH:62][CH:63]=1. The yield is 0.140. (2) The reactants are [C:1]1(=[O:11])[NH:5][C:4](=[O:6])[C:3]2=[CH:7][CH:8]=[CH:9][CH:10]=[C:2]12.[K].[I:13][C:14]1[CH:19]=[CH:18][C:17]([CH2:20][CH2:21][CH:22]([O:38][CH2:39][C:40]2[CH:45]=[CH:44][C:43]([O:46][CH3:47])=[CH:42][CH:41]=2)[CH:23]([CH2:31][CH2:32]OS(C)(=O)=O)[C:24]([O:26][C:27]([CH3:30])([CH3:29])[CH3:28])=[O:25])=[CH:16][CH:15]=1. The catalyst is CN(C)C=O. The product is [O:6]=[C:4]1[C:3]2[C:2](=[CH:10][CH:9]=[CH:8][CH:7]=2)[C:1](=[O:11])[N:5]1[CH2:32][CH2:31][CH:23]([CH:22]([O:38][CH2:39][C:40]1[CH:45]=[CH:44][C:43]([O:46][CH3:47])=[CH:42][CH:41]=1)[CH2:21][CH2:20][C:17]1[CH:18]=[CH:19][C:14]([I:13])=[CH:15][CH:16]=1)[C:24]([O:26][C:27]([CH3:30])([CH3:29])[CH3:28])=[O:25]. The yield is 0.210. (3) The reactants are FC(F)(F)C(O)=O.[CH3:8][O:9][C:10]1[CH:19]=[C:18]([O:20][CH3:21])[CH:17]=[C:16]2[C:11]=1[C:12](=[O:46])[NH:13][C:14]([C:22]1[CH:27]=[CH:26][C:25]([O:28][CH3:29])=[CH:24][C:23]=1[NH:30][CH2:31][CH2:32][N:33]1[CH2:38][CH2:37][N:36](C(OC(C)(C)C)=O)[CH2:35][CH2:34]1)=[N:15]2. The catalyst is C(Cl)Cl. The product is [CH3:8][O:9][C:10]1[CH:19]=[C:18]([O:20][CH3:21])[CH:17]=[C:16]2[C:11]=1[C:12](=[O:46])[NH:13][C:14]([C:22]1[CH:27]=[CH:26][C:25]([O:28][CH3:29])=[CH:24][C:23]=1[NH:30][CH2:31][CH2:32][N:33]1[CH2:38][CH2:37][NH:36][CH2:35][CH2:34]1)=[N:15]2. The yield is 0.670. (4) The reactants are [Cl:1][C:2]1[C:3]2[CH2:17][CH2:16][CH2:15][C:4]=2[N:5]=[C:6]([C:8]2[CH:13]=[CH:12][CH:11]=[C:10]([Cl:14])[CH:9]=2)[N:7]=1.[CH3:18][N:19]([CH3:29])[CH2:20][CH2:21][C:22]1[CH:28]=[CH:27][C:25]([NH2:26])=[CH:24][CH:23]=1. No catalyst specified. The product is [ClH:1].[Cl:14][C:10]1[CH:9]=[C:8]([C:6]2[N:7]=[C:2]([NH:26][C:25]3[CH:24]=[CH:23][C:22]([CH2:21][CH2:20][N:19]([CH3:18])[CH3:29])=[CH:28][CH:27]=3)[C:3]3[CH2:17][CH2:16][CH2:15][C:4]=3[N:5]=2)[CH:13]=[CH:12][CH:11]=1. The yield is 0.750. (5) The reactants are Cl.[CH3:2][O:3][NH:4][CH3:5].[F:13][C:12]([F:15])([F:14])[C:11](O[C:11](=[O:16])[C:12]([F:15])([F:14])[F:13])=[O:16].N1C=CC=CC=1. The catalyst is C(Cl)Cl. The product is [CH3:2][O:3][N:4]([CH3:5])[C:11](=[O:16])[C:12]([F:13])([F:14])[F:15]. The yield is 0.520. (6) The reactants are [C:1]([C:3]1[CH:4]=[C:5]([NH:9][C:10](=[O:12])[CH3:11])[CH:6]=[CH:7][CH:8]=1)#[CH:2].Br[C:14]1[CH:15]=[N:16][CH:17]=[C:18]([CH:31]=1)[C:19]([N:21]=[S@@:22]([CH3:30])(=[O:29])[C:23]1[CH:28]=[CH:27][CH:26]=[CH:25][CH:24]=1)=[O:20]. No catalyst specified. The product is [C:10]([NH:9][C:5]1[CH:4]=[C:3]([C:1]#[C:2][C:14]2[CH:15]=[N:16][CH:17]=[C:18]([CH:31]=2)[C:19]([N:21]=[S@@:22]([CH3:30])(=[O:29])[C:23]2[CH:28]=[CH:27][CH:26]=[CH:25][CH:24]=2)=[O:20])[CH:8]=[CH:7][CH:6]=1)(=[O:12])[CH3:11]. The yield is 0.670. (7) The reactants are Br[C:2]1[CH:3]=[CH:4][C:5]([C:13]([OH:15])=[O:14])=[N:6][C:7]=1[O:8][CH2:9][CH:10]1[CH2:12][CH2:11]1.[NH:16]1[CH2:20][CH2:19][CH2:18][CH2:17]1.C1C=CC(P(C2C(C3C(P(C4C=CC=CC=4)C4C=CC=CC=4)=CC=C4C=3C=CC=C4)=C3C(C=CC=C3)=CC=2)C2C=CC=CC=2)=CC=1.C([O-])([O-])=O.[Cs+].[Cs+]. The catalyst is C1(C)C=CC=CC=1.CO.C1C=CC(/C=C/C(/C=C/C2C=CC=CC=2)=O)=CC=1.C1C=CC(/C=C/C(/C=C/C2C=CC=CC=2)=O)=CC=1.C1C=CC(/C=C/C(/C=C/C2C=CC=CC=2)=O)=CC=1.[Pd].[Pd]. The product is [CH:10]1([CH2:9][O:8][C:7]2[N:6]=[C:5]([C:13]([OH:15])=[O:14])[CH:4]=[CH:3][C:2]=2[N:16]2[CH2:20][CH2:19][CH2:18][CH2:17]2)[CH2:12][CH2:11]1. The yield is 0.450. (8) The product is [CH2:11]([O:10][C:8]([N:3]1[CH2:4][CH2:5][C@@H:6]([O:26][C:20]2[CH:21]=[CH:22][CH:23]=[C:24]([CH3:25])[C:19]=2[CH3:18])[C@H:1]([OH:7])[CH2:2]1)=[O:9])[C:12]1[CH:17]=[CH:16][CH:15]=[CH:14][CH:13]=1. The catalyst is C(#N)C.O.[Cl-].[Na+].O. The yield is 0.500. The reactants are [CH:1]12[O:7][CH:6]1[CH2:5][CH2:4][N:3]([C:8]([O:10][CH2:11][C:12]1[CH:17]=[CH:16][CH:15]=[CH:14][CH:13]=1)=[O:9])[CH2:2]2.[CH3:18][C:19]1[C:24]([CH3:25])=[CH:23][CH:22]=[CH:21][C:20]=1[OH:26].[OH-].[Na+]. (9) The reactants are [CH3:1][NH:2][CH3:3].[CH3:4][O:5][C:6]1[CH:11]=[CH:10][CH:9]=[CH:8][C:7]=1[S:12](Cl)(=[O:14])=[O:13].O.C(OCC)(=O)C. The catalyst is O1CCCC1. The product is [CH3:4][O:5][C:6]1[CH:11]=[CH:10][CH:9]=[CH:8][C:7]=1[S:12]([N:2]([CH3:3])[CH3:1])(=[O:14])=[O:13]. The yield is 0.850. (10) The reactants are Cl.Cl.[CH3:3][N:4]1[CH2:11][CH:10]2[NH:12][CH:6]([CH2:7][NH:8][CH2:9]2)[CH2:5]1.O([C:21]([O:23][C:24]([CH3:27])([CH3:26])[CH3:25])=[O:22])[C:21]([O:23][C:24]([CH3:27])([CH3:26])[CH3:25])=[O:22].C([O-])([O-])=O.[K+].[K+]. The catalyst is [OH-].[Na+].C1COCC1. The product is [C:24]([O:23][C:21]([N:8]1[CH2:9][CH:10]2[NH:12][CH:6]([CH2:5][N:4]([CH3:3])[CH2:11]2)[CH2:7]1)=[O:22])([CH3:25])([CH3:26])[CH3:27]. The yield is 0.200.